Dataset: NCI-60 drug combinations with 297,098 pairs across 59 cell lines. Task: Regression. Given two drug SMILES strings and cell line genomic features, predict the synergy score measuring deviation from expected non-interaction effect. Drug 1: CN1CCC(CC1)COC2=C(C=C3C(=C2)N=CN=C3NC4=C(C=C(C=C4)Br)F)OC. Drug 2: CC12CCC3C(C1CCC2O)C(CC4=C3C=CC(=C4)O)CCCCCCCCCS(=O)CCCC(C(F)(F)F)(F)F. Cell line: NCI-H522. Synergy scores: CSS=26.4, Synergy_ZIP=-3.45, Synergy_Bliss=8.77, Synergy_Loewe=9.26, Synergy_HSA=9.57.